From a dataset of Full USPTO retrosynthesis dataset with 1.9M reactions from patents (1976-2016). Predict the reactants needed to synthesize the given product. (1) Given the product [CH2:21]([O:23][C:24]([N:26]1[CH2:31][CH2:30][CH:29]([CH2:33][C:2]2[C:7]([N+:8]([O-:10])=[O:9])=[CH:6][CH:5]=[C:4]([N:14]([CH3:15])[CH3:13])[N:3]=2)[CH2:28][CH2:27]1)=[O:25])[CH3:22], predict the reactants needed to synthesize it. The reactants are: Cl[C:2]1[C:7]([N+:8]([O-:10])=[O:9])=[CH:6][CH:5]=[C:4](Cl)[N:3]=1.C[CH2:13][N:14](C(C)C)[CH:15](C)C.[CH2:21]([O:23][C:24]([N:26]1[CH2:31][CH2:30][CH:29](N)[CH2:28][CH2:27]1)=[O:25])[CH3:22].[CH3:33]NC. (2) Given the product [OH:14][C:9]1[C:10]([CH3:13])=[CH:11][C:12]2[C:3]([CH2:4][C:5]([OH:16])=[O:17])=[CH:2][O:6][C:7]=2[C:8]=1[CH3:15], predict the reactants needed to synthesize it. The reactants are: Cl[CH2:2][C:3]1[C:12]2[C:7](=[C:8]([CH3:15])[C:9]([OH:14])=[C:10]([CH3:13])[CH:11]=2)[O:6][C:5](=[O:16])[CH:4]=1.[OH-:17].[Na+].Cl. (3) Given the product [Br:1][C:2]1[CH:13]=[CH:12][C:5]2[CH2:6][CH2:7][CH2:8][CH2:9][CH:10]([O:11][CH:15]3[CH2:16][CH2:17][CH2:18][CH2:19][O:14]3)[C:4]=2[CH:3]=1, predict the reactants needed to synthesize it. The reactants are: [Br:1][C:2]1[CH:13]=[CH:12][C:5]2[CH2:6][CH2:7][CH2:8][CH2:9][CH:10]([OH:11])[C:4]=2[CH:3]=1.[O:14]1[CH:19]=[CH:18][CH2:17][CH2:16][CH2:15]1.C1(C)C=CC(S([O-])(=O)=O)=CC=1.[NH+]1C=CC=CC=1. (4) Given the product [CH3:1][O:2][C:3]([C@@H:5]1[CH2:9][C@@H:8]([S:10]([C:13]2[CH:18]=[CH:17][C:16]([F:19])=[CH:15][C:14]=2[C:20]([F:23])([F:21])[F:22])(=[O:11])=[O:12])[CH2:7][N:6]1[C:24]1[N:37]([CH:34]2[CH2:35][CH2:36][O:31][CH2:32][CH2:33]2)[N:38]=[C:26]([CH3:27])[CH:25]=1)=[O:4], predict the reactants needed to synthesize it. The reactants are: [CH3:1][O:2][C:3]([C@@H:5]1[CH2:9][C@@H:8]([S:10]([C:13]2[CH:18]=[CH:17][C:16]([F:19])=[CH:15][C:14]=2[C:20]([F:23])([F:22])[F:21])(=[O:12])=[O:11])[CH2:7][N:6]1[C:24](=S)[CH2:25][C:26](=O)[CH3:27])=[O:4].Cl.[O:31]1[CH2:36][CH2:35][CH:34]([NH:37][NH2:38])[CH2:33][CH2:32]1. (5) Given the product [Cl:14][C:9]1[C:10]2=[C:2]([CH3:1])[N:3]=[CH:4][N:5]2[N:6]=[CH:7][N:8]=1, predict the reactants needed to synthesize it. The reactants are: [CH3:1][C:2]1[N:3]=[CH:4][N:5]2[C:10]=1[C:9](=O)[NH:8][CH:7]=[N:6]2.P(Cl)(Cl)([Cl:14])=O.